From a dataset of Peptide-MHC class I binding affinity with 185,985 pairs from IEDB/IMGT. Regression. Given a peptide amino acid sequence and an MHC pseudo amino acid sequence, predict their binding affinity value. This is MHC class I binding data. (1) The peptide sequence is MPNMLRIMA. The MHC is HLA-B53:01 with pseudo-sequence HLA-B53:01. The binding affinity (normalized) is 0.695. (2) The peptide sequence is VTPEYIKDLK. The MHC is HLA-A68:01 with pseudo-sequence HLA-A68:01. The binding affinity (normalized) is 0.453. (3) The peptide sequence is YLCRHCLNLL. The MHC is HLA-A02:06 with pseudo-sequence HLA-A02:06. The binding affinity (normalized) is 0.561. (4) The peptide sequence is RALGPAATL. The MHC is HLA-B08:01 with pseudo-sequence HLA-B08:01. The binding affinity (normalized) is 0.